This data is from Reaction yield outcomes from USPTO patents with 853,638 reactions. The task is: Predict the reaction yield, written as a fraction of the theoretical maximum amount of product (1.0 means a 100% yield; for example, 0.34 means a 34% yield). The reactants are FC(F)(F)C(O)=O.[N:8]1([C:14]2[N:19]3[N:20]=[C:21]([C:23]4[CH:28]=[CH:27][CH:26]=[CH:25][CH:24]=4)[CH:22]=[C:18]3[N:17]=[C:16]([NH:29][NH2:30])[CH:15]=2)[CH2:13][CH2:12][O:11][CH2:10][CH2:9]1.[C:31]([C:33]1[CH:40]=[CH:39][C:36]([CH:37]=O)=[CH:35][CH:34]=1)#[N:32]. The catalyst is C(O)C. The product is [C:31]([C:33]1[CH:40]=[CH:39][C:36]([CH:37]=[N:30][NH:29][C:16]2[CH:15]=[C:14]([N:8]3[CH2:13][CH2:12][O:11][CH2:10][CH2:9]3)[N:19]3[N:20]=[C:21]([C:23]4[CH:28]=[CH:27][CH:26]=[CH:25][CH:24]=4)[CH:22]=[C:18]3[N:17]=2)=[CH:35][CH:34]=1)#[N:32]. The yield is 1.00.